From a dataset of Reaction yield outcomes from USPTO patents with 853,638 reactions. Predict the reaction yield, written as a fraction of the theoretical maximum amount of product (1.0 means a 100% yield; for example, 0.34 means a 34% yield). (1) The reactants are [CH3:1][CH2:2][CH2:3][CH2:4][O:5][C:6]([C:8]1[O:14][C:13]([CH3:16])([CH3:15])[CH2:12][C:10](=[O:11])[CH:9]=1)=[O:7].C([C@H]1N(C)[C@H](C2OC(C)=CC=2)NC1=O)CCC.ClC(Cl)(Cl)C(O)=O. The catalyst is CCOCC. The product is [CH3:16][C:13]1([CH3:15])[O:14][C@H:8]([C:6]([O:5][CH2:4][CH2:3][CH2:2][CH3:1])=[O:7])[CH2:9][C:10](=[O:11])[CH2:12]1. The yield is 0.930. (2) The reactants are Cl.[Cl:2][C:3]1[CH:8]=[CH:7][N:6]=[C:5]([C:9]2[CH:14]=[CH:13][CH:12]=[C:11]([Cl:15])[CH:10]=2)[CH:4]=1.[NH2:16][C:17]1[CH:22]=[CH:21][C:20]([CH2:23][CH2:24][OH:25])=[CH:19][CH:18]=1. No catalyst specified. The product is [ClH:2].[Cl:15][C:11]1[CH:10]=[C:9]([C:5]2[CH:4]=[C:3]([NH:16][C:17]3[CH:22]=[CH:21][C:20]([CH2:23][CH2:24][OH:25])=[CH:19][CH:18]=3)[CH:8]=[CH:7][N:6]=2)[CH:14]=[CH:13][CH:12]=1. The yield is 0.650. (3) The reactants are [Br:1][C:2]1[CH:7]=[CH:6][C:5]([Cl:8])=[CH:4][C:3]=1[N+:9]([O-])=O.[CH:12]([Mg]Br)=[CH2:13].[NH4+].[Cl-]. The catalyst is O1CCCC1. The product is [Br:1][C:2]1[CH:7]=[CH:6][C:5]([Cl:8])=[C:4]2[C:3]=1[NH:9][CH:13]=[CH:12]2. The yield is 0.440. (4) The reactants are [Si]([O:8][CH2:9][CH2:10][CH2:11][C@@:12]1([C:35]2[CH:40]=[CH:39][C:38]([F:41])=[CH:37][CH:36]=2)[O:17][C:16](=[O:18])[N:15]([C@H:19]([C:21]2[CH:26]=[CH:25][C:24]([C:27]3[CH:32]=[CH:31][C:30](=[O:33])[N:29]([CH3:34])[CH:28]=3)=[CH:23][CH:22]=2)[CH3:20])[CH2:14][CH2:13]1)(C(C)(C)C)(C)C.CCCC[N+](CCCC)(CCCC)CCCC.[F-]. The catalyst is CC#N. The product is [F:41][C:38]1[CH:39]=[CH:40][C:35]([C@:12]2([CH2:11][CH2:10][CH2:9][OH:8])[O:17][C:16](=[O:18])[N:15]([C@H:19]([C:21]3[CH:26]=[CH:25][C:24]([C:27]4[CH:32]=[CH:31][C:30](=[O:33])[N:29]([CH3:34])[CH:28]=4)=[CH:23][CH:22]=3)[CH3:20])[CH2:14][CH2:13]2)=[CH:36][CH:37]=1. The yield is 0.0400. (5) The reactants are [NH2:1][C:2]1[C:7]2=[C:8](Br)[CH:9]=[C:10]([C:11]3[CH:16]=[CH:15][C:14]([OH:17])=[C:13]([O:18][CH3:19])[CH:12]=3)[N:6]2[N:5]=[CH:4][N:3]=1.[CH2:21]([N:28]1[CH:36]=[C:35]2[C:30]([CH:31]=[C:32](B3OC(C)(C)C(C)(C)O3)[CH:33]=[CH:34]2)=[N:29]1)[C:22]1[CH:27]=[CH:26][CH:25]=[CH:24][CH:23]=1. No catalyst specified. The product is [NH2:1][C:2]1[C:7]2=[C:8]([C:32]3[CH:33]=[CH:34][C:35]4[C:30]([CH:31]=3)=[N:29][N:28]([CH2:21][C:22]3[CH:27]=[CH:26][CH:25]=[CH:24][CH:23]=3)[CH:36]=4)[CH:9]=[C:10]([C:11]3[CH:16]=[CH:15][C:14]([OH:17])=[C:13]([O:18][CH3:19])[CH:12]=3)[N:6]2[N:5]=[CH:4][N:3]=1. The yield is 0.0900.